Dataset: Catalyst prediction with 721,799 reactions and 888 catalyst types from USPTO. Task: Predict which catalyst facilitates the given reaction. (1) Reactant: [C:1]([O:5][C:6]([N:8]1[CH2:13][CH2:12][C:11](=O)[CH2:10][CH2:9]1)=[O:7])([CH3:4])([CH3:3])[CH3:2].[CH3:15][O:16][C:17]1[CH:24]=[CH:23][C:20]([CH2:21][NH2:22])=[CH:19][CH:18]=1.[Br:25][C:26]1[C:27]([I:35])=[C:28]([CH:32]=[CH:33][CH:34]=1)[C:29](Cl)=[O:30].CCN(CC)CC. Product: [Br:25][C:26]1[C:27]([I:35])=[C:28]([CH:32]=[CH:33][CH:34]=1)[C:29]([N:22]([C:11]1[CH2:12][CH2:13][N:8]([C:6]([O:5][C:1]([CH3:4])([CH3:3])[CH3:2])=[O:7])[CH2:9][CH:10]=1)[CH2:21][C:20]1[CH:23]=[CH:24][C:17]([O:16][CH3:15])=[CH:18][CH:19]=1)=[O:30]. The catalyst class is: 226. (2) Reactant: [F:1][C:2]1[CH:3]=[C:4]([NH:18][C:19]2[CH:24]=[C:23]([CH:25]3[CH2:30][CH2:29][CH2:28][NH:27][CH2:26]3)[N:22]=[C:21]([NH2:31])[N:20]=2)[CH:5]=[CH:6][C:7]=1[O:8][C:9]1[CH:14]=[CH:13][N:12]=[C:11]2[NH:15][CH:16]=[CH:17][C:10]=12.[C:32](OC(=O)C)(=[O:34])[CH3:33]. Product: [C:32]([N:27]1[CH2:28][CH2:29][CH2:30][CH:25]([C:23]2[N:22]=[C:21]([NH2:31])[N:20]=[C:19]([NH:18][C:4]3[CH:5]=[CH:6][C:7]([O:8][C:9]4[CH:14]=[CH:13][N:12]=[C:11]5[NH:15][CH:16]=[CH:17][C:10]=45)=[C:2]([F:1])[CH:3]=3)[CH:24]=2)[CH2:26]1)(=[O:34])[CH3:33]. The catalyst class is: 8.